From a dataset of Forward reaction prediction with 1.9M reactions from USPTO patents (1976-2016). Predict the product of the given reaction. Given the reactants [Br:1][C:2]1[N:3]=[C:4]2[CH:10]=[CH:9][NH:8][C:5]2=[N:6][CH:7]=1.[H-].[Na+].[C:13]([C:17]1[CH:22]=[CH:21][C:20]([S:23](Cl)(=[O:25])=[O:24])=[CH:19][CH:18]=1)([CH3:16])([CH3:15])[CH3:14], predict the reaction product. The product is: [Br:1][C:2]1[N:3]=[C:4]2[CH:10]=[CH:9][N:8]([S:23]([C:20]3[CH:21]=[CH:22][C:17]([C:13]([CH3:16])([CH3:15])[CH3:14])=[CH:18][CH:19]=3)(=[O:25])=[O:24])[C:5]2=[N:6][CH:7]=1.